From a dataset of NCI-60 drug combinations with 297,098 pairs across 59 cell lines. Regression. Given two drug SMILES strings and cell line genomic features, predict the synergy score measuring deviation from expected non-interaction effect. (1) Drug 1: C1=NC2=C(N=C(N=C2N1C3C(C(C(O3)CO)O)O)F)N. Drug 2: CC1CCC2CC(C(=CC=CC=CC(CC(C(=O)C(C(C(=CC(C(=O)CC(OC(=O)C3CCCCN3C(=O)C(=O)C1(O2)O)C(C)CC4CCC(C(C4)OC)OCCO)C)C)O)OC)C)C)C)OC. Cell line: SK-MEL-28. Synergy scores: CSS=1.12, Synergy_ZIP=-4.79, Synergy_Bliss=-6.04, Synergy_Loewe=-9.70, Synergy_HSA=-9.62. (2) Drug 1: CC1=C(C=C(C=C1)C(=O)NC2=CC(=CC(=C2)C(F)(F)F)N3C=C(N=C3)C)NC4=NC=CC(=N4)C5=CN=CC=C5. Drug 2: CN(CCCl)CCCl.Cl. Cell line: HL-60(TB). Synergy scores: CSS=50.7, Synergy_ZIP=-2.60, Synergy_Bliss=-3.44, Synergy_Loewe=-16.3, Synergy_HSA=-0.301. (3) Drug 1: CN1CCC(CC1)COC2=C(C=C3C(=C2)N=CN=C3NC4=C(C=C(C=C4)Br)F)OC. Drug 2: CN(C)N=NC1=C(NC=N1)C(=O)N. Cell line: DU-145. Synergy scores: CSS=10.9, Synergy_ZIP=-5.25, Synergy_Bliss=-1.19, Synergy_Loewe=-5.62, Synergy_HSA=-2.74. (4) Drug 1: C1CCC(CC1)NC(=O)N(CCCl)N=O. Drug 2: CC1=C(C(CCC1)(C)C)C=CC(=CC=CC(=CC(=O)O)C)C. Cell line: NCI/ADR-RES. Synergy scores: CSS=10.9, Synergy_ZIP=-2.18, Synergy_Bliss=0.427, Synergy_Loewe=-0.395, Synergy_HSA=-0.548. (5) Drug 1: CC1=CC=C(C=C1)C2=CC(=NN2C3=CC=C(C=C3)S(=O)(=O)N)C(F)(F)F. Drug 2: C1C(C(OC1N2C=NC(=NC2=O)N)CO)O. Cell line: HCT116. Synergy scores: CSS=25.6, Synergy_ZIP=5.36, Synergy_Bliss=0.118, Synergy_Loewe=-14.0, Synergy_HSA=0.241. (6) Drug 1: CC1C(C(CC(O1)OC2CC(CC3=C2C(=C4C(=C3O)C(=O)C5=C(C4=O)C(=CC=C5)OC)O)(C(=O)C)O)N)O.Cl. Drug 2: CCCCCOC(=O)NC1=NC(=O)N(C=C1F)C2C(C(C(O2)C)O)O. Cell line: SNB-75. Synergy scores: CSS=10.3, Synergy_ZIP=-1.48, Synergy_Bliss=1.73, Synergy_Loewe=-59.3, Synergy_HSA=1.40. (7) Drug 1: CC1C(C(CC(O1)OC2CC(CC3=C2C(=C4C(=C3O)C(=O)C5=C(C4=O)C(=CC=C5)OC)O)(C(=O)CO)O)N)O.Cl. Drug 2: CCN(CC)CCCC(C)NC1=C2C=C(C=CC2=NC3=C1C=CC(=C3)Cl)OC. Cell line: UACC62. Synergy scores: CSS=15.8, Synergy_ZIP=-0.763, Synergy_Bliss=4.34, Synergy_Loewe=3.13, Synergy_HSA=4.51. (8) Drug 1: C1=NC(=NC(=O)N1C2C(C(C(O2)CO)O)O)N. Drug 2: COC1=C2C(=CC3=C1OC=C3)C=CC(=O)O2. Cell line: KM12. Synergy scores: CSS=41.4, Synergy_ZIP=1.74, Synergy_Bliss=3.54, Synergy_Loewe=-16.7, Synergy_HSA=2.92.